From a dataset of CYP1A2 inhibition data for predicting drug metabolism from PubChem BioAssay. Regression/Classification. Given a drug SMILES string, predict its absorption, distribution, metabolism, or excretion properties. Task type varies by dataset: regression for continuous measurements (e.g., permeability, clearance, half-life) or binary classification for categorical outcomes (e.g., BBB penetration, CYP inhibition). Dataset: cyp1a2_veith. The molecule is COc1cccc(Cn2c(=O)c(-c3ccc(Cl)cc3)nc3cncnc32)c1. The result is 1 (inhibitor).